From a dataset of Reaction yield outcomes from USPTO patents with 853,638 reactions. Predict the reaction yield, written as a fraction of the theoretical maximum amount of product (1.0 means a 100% yield; for example, 0.34 means a 34% yield). (1) The yield is 0.875. The reactants are F[C:2]1[CH:7]=[CH:6][C:5]([N+:8]([O-:10])=[O:9])=[CH:4][C:3]=1[C:11]([F:14])([F:13])[F:12].[Cl:15][C:16]1[CH:21]=[CH:20][CH:19]=[CH:18][C:17]=1[OH:22].C(=O)([O-])[O-].[K+].[K+].O. The product is [Cl:15][C:16]1[CH:21]=[CH:20][CH:19]=[CH:18][C:17]=1[O:22][C:2]1[CH:7]=[CH:6][C:5]([N+:8]([O-:10])=[O:9])=[CH:4][C:3]=1[C:11]([F:14])([F:13])[F:12]. The catalyst is CN(C=O)C. (2) The reactants are [N:1]1[CH:6]=[CH:5][CH:4]=[C:3]([CH2:7][CH2:8][CH2:9][OH:10])[CH:2]=1.CC(OI1(OC(C)=O)(OC(C)=O)OC(=O)C2C=CC=CC1=2)=O. The catalyst is ClCCl. The product is [N:1]1[CH:6]=[CH:5][CH:4]=[C:3]([CH2:7][CH2:8][CH:9]=[O:10])[CH:2]=1. The yield is 0.610. (3) The reactants are [Cl:1][C:2]1[C:3]([CH:18]=[CH2:19])=[C:4]([NH:10][CH:11]([CH:15]([OH:17])[CH3:16])[C:12]([OH:14])=O)[CH:5]=[CH:6][C:7]=1[C:8]#[N:9].[C:20]([C:22]1[CH:31]=[CH:30][C:25]([C:26]([NH:28][NH2:29])=[O:27])=[CH:24][CH:23]=1)#[N:21].OC1C2N=NNC=2C=CC=1.Cl.CN(C)CCCN=C=NCC. The catalyst is C1COCC1. The product is [Cl:1][C:2]1[C:3]([CH:18]=[CH2:19])=[C:4]([NH:10][CH:11]([CH:15]([OH:17])[CH3:16])[C:12]([NH:29][NH:28][C:26](=[O:27])[C:25]2[CH:24]=[CH:23][C:22]([C:20]#[N:21])=[CH:31][CH:30]=2)=[O:14])[CH:5]=[CH:6][C:7]=1[C:8]#[N:9]. The yield is 0.490. (4) The catalyst is C(Cl)Cl.O1CCOCC1. The product is [C:12]([O:15][C:16]([NH:2][CH2:3][C:4]1([CH2:7][C:8]([OH:10])=[O:9])[CH2:6][CH2:5]1)=[O:17])([CH3:14])([CH3:13])[CH3:11]. The reactants are Cl.[NH2:2][CH2:3][C:4]1([CH2:7][C:8]([OH:10])=[O:9])[CH2:6][CH2:5]1.[CH3:11][C:12]([O:15][C:16](O[C:16]([O:15][C:12]([CH3:14])([CH3:13])[CH3:11])=[O:17])=[O:17])([CH3:14])[CH3:13]. The yield is 0.950. (5) The reactants are [C:1]([O:5][C:6]([N:8]([CH2:15][C:16]1[CH:17]=[C:18]([CH:22]=[CH:23][CH:24]=1)[C:19](O)=[O:20])[CH:9]1[CH2:14][CH2:13][O:12][CH2:11][CH2:10]1)=[O:7])([CH3:4])([CH3:3])[CH3:2].CCN=C=NCCCN(C)C.C1C=CC2N(O)N=NC=2C=1.CCN(CC)CC.[NH2:53][CH2:54][CH:55]([OH:67])[CH2:56][N:57]1[CH2:66][CH2:65][C:64]2[C:59](=[CH:60][CH:61]=[CH:62][CH:63]=2)[CH2:58]1. The catalyst is C(Cl)Cl. The product is [CH2:58]1[C:59]2[C:64](=[CH:63][CH:62]=[CH:61][CH:60]=2)[CH2:65][CH2:66][N:57]1[CH2:56][CH:55]([OH:67])[CH2:54][NH:53][C:19]([C:18]1[CH:17]=[C:16]([CH:24]=[CH:23][CH:22]=1)[CH2:15][N:8]([CH:9]1[CH2:14][CH2:13][O:12][CH2:11][CH2:10]1)[C:6](=[O:7])[O:5][C:1]([CH3:4])([CH3:2])[CH3:3])=[O:20]. The yield is 0.650. (6) The reactants are [Br:1][C:2]1[C:3]([N:21]2[CH2:26][CH2:25][CH2:24][C@@H:23]([NH:27]C(=O)OC(C)(C)C)[CH2:22]2)=[C:4]2[C:10]([NH:11][C:12]([C:14]3([C:17]([F:20])([F:19])[F:18])[CH2:16][CH2:15]3)=[O:13])=[CH:9][NH:8][C:5]2=[N:6][CH:7]=1.[ClH:35]. The catalyst is C(O)(C(F)(F)F)=O.CO.CCOCC. The product is [ClH:35].[NH2:27][C@@H:23]1[CH2:24][CH2:25][CH2:26][N:21]([C:3]2[C:2]([Br:1])=[CH:7][N:6]=[C:5]3[NH:8][CH:9]=[C:10]([NH:11][C:12]([C:14]4([C:17]([F:18])([F:19])[F:20])[CH2:16][CH2:15]4)=[O:13])[C:4]=23)[CH2:22]1. The yield is 0.940. (7) The reactants are [CH2:1]([C:3]([C:28]1[CH:43]=[CH:42][C:31]([O:32][CH2:33][CH2:34][CH2:35][CH2:36][C:37]2[NH:41][N:40]=[N:39][N:38]=2)=[C:30]([CH3:44])[CH:29]=1)([C:6]1[CH:11]=[CH:10][C:9]([C:12]#[C:13][C:14]([O:23]COC)([C:19]([F:22])([F:21])[F:20])[C:15]([F:18])([F:17])[F:16])=[C:8]([CH3:27])[CH:7]=1)[CH2:4][CH3:5])[CH3:2].CC1C=CC(S(O)(=O)=O)=CC=1. The catalyst is CO. The product is [CH2:1]([C:3]([C:6]1[CH:11]=[CH:10][C:9]([C:12]#[C:13][C:14]([C:19]([F:22])([F:21])[F:20])([OH:23])[C:15]([F:18])([F:17])[F:16])=[C:8]([CH3:27])[CH:7]=1)([C:28]1[CH:43]=[CH:42][C:31]([O:32][CH2:33][CH2:34][CH2:35][CH2:36][C:37]2[NH:41][N:40]=[N:39][N:38]=2)=[C:30]([CH3:44])[CH:29]=1)[CH2:4][CH3:5])[CH3:2]. The yield is 0.808.